Dataset: Reaction yield outcomes from USPTO patents with 853,638 reactions. Task: Predict the reaction yield, written as a fraction of the theoretical maximum amount of product (1.0 means a 100% yield; for example, 0.34 means a 34% yield). The reactants are [H][H].C([N:10](CC1C=CC=CC=1)[C@@H:11]([CH2:26][C:27]1[CH:32]=[CH:31][CH:30]=[CH:29][CH:28]=1)[C@@H:12]([C@H:14]1[CH2:18][CH2:17][CH2:16][N:15]1[C:19]([O:21][C:22]([CH3:25])([CH3:24])[CH3:23])=[O:20])[OH:13])C1C=CC=CC=1. The catalyst is CO.[OH-].[OH-].[Pd+2]. The product is [NH2:10][C@@H:11]([CH2:26][C:27]1[CH:28]=[CH:29][CH:30]=[CH:31][CH:32]=1)[C@@H:12]([C@H:14]1[CH2:18][CH2:17][CH2:16][N:15]1[C:19]([O:21][C:22]([CH3:24])([CH3:23])[CH3:25])=[O:20])[OH:13]. The yield is 0.990.